From a dataset of Catalyst prediction with 721,799 reactions and 888 catalyst types from USPTO. Predict which catalyst facilitates the given reaction. (1) Reactant: [F:1][C:2]1[CH:3]=[C:4]2[C:8](=[CH:9][CH:10]=1)[NH:7][C:6](=[O:11])[CH2:5]2.[CH3:12][S:13]([C:16]1[C:17]([C:24]2[CH:29]=[CH:28][CH:27]=[CH:26][CH:25]=2)=[C:18]([CH:22]=O)[NH:19][C:20]=1[CH3:21])(=[O:15])=[O:14].CC1(C)C(C)(C)OB(C2C=CC=C3C=2C=CN3)O1.N1CCCCC1. Product: [F:1][C:2]1[CH:3]=[C:4]2[C:8](=[CH:9][CH:10]=1)[NH:7][C:6](=[O:11])/[C:5]/2=[CH:22]\[C:18]1[NH:19][C:20]([CH3:21])=[C:16]([S:13]([CH3:12])(=[O:15])=[O:14])[C:17]=1[C:24]1[CH:29]=[CH:28][CH:27]=[CH:26][CH:25]=1. The catalyst class is: 8. (2) Reactant: C([O:8][C:9]1[CH:10]=[C:11]2[C:15](=[CH:16][C:17]=1[O:18][CH3:19])[N:14]([S:20]([C:23]1[CH:28]=[CH:27][CH:26]=[CH:25][CH:24]=1)(=[O:22])=[O:21])[CH:13]=[CH:12]2)C1C=CC=CC=1.C1CCCCC=1.Cl. Product: [CH3:19][O:18][C:17]1[CH:16]=[C:15]2[C:11]([CH:12]=[CH:13][N:14]2[S:20]([C:23]2[CH:28]=[CH:27][CH:26]=[CH:25][CH:24]=2)(=[O:22])=[O:21])=[CH:10][C:9]=1[OH:8]. The catalyst class is: 50.